From a dataset of Catalyst prediction with 721,799 reactions and 888 catalyst types from USPTO. Predict which catalyst facilitates the given reaction. Reactant: [C:1]([NH:5][C:6]([C:8]1[CH:9]=[C:10]([CH:34]=[CH:35][CH:36]=1)[O:11][C:12]1[CH:17]=[CH:16][C:15]([NH:18][C:19]2[C:29]3[CH:28]=[C:27]([C:30](O)=[O:31])[CH2:26][CH2:25][NH:24][C:23]=3[N:22]=[CH:21][N:20]=2)=[CH:14][C:13]=1[Cl:33])=[O:7])([CH3:4])([CH3:3])[CH3:2].CN1CCOCC1.C(Cl)(=O)OC(C)C. Product: [C:1]([NH:5][C:6](=[O:7])[C:8]1[CH:36]=[CH:35][CH:34]=[C:10]([O:11][C:12]2[CH:17]=[CH:16][C:15]([NH:18][C:19]3[C:29]4[CH:28]=[C:27]([CH2:30][OH:31])[CH2:26][CH2:25][NH:24][C:23]=4[N:22]=[CH:21][N:20]=3)=[CH:14][C:13]=2[Cl:33])[CH:9]=1)([CH3:4])([CH3:2])[CH3:3]. The catalyst class is: 7.